Predict the product of the given reaction. From a dataset of Forward reaction prediction with 1.9M reactions from USPTO patents (1976-2016). Given the reactants [C:1]1([C:7]#[C:8][C:9]2[CH:10]=[CH:11][C:12]3[N:18]=[C:17]([C:19]4[CH:24]=[CH:23][CH:22]=[C:21]([C:25]#[C:26][Si](C)(C)C)[CH:20]=4)[CH2:16][C:15](=[O:31])[NH:14][C:13]=3[CH:32]=2)[CH:6]=[CH:5][CH:4]=[CH:3][CH:2]=1, predict the reaction product. The product is: [C:25]([C:21]1[CH:20]=[C:19]([C:17]2[CH2:16][C:15](=[O:31])[NH:14][C:13]3[CH:32]=[C:9]([C:8]#[C:7][C:1]4[CH:2]=[CH:3][CH:4]=[CH:5][CH:6]=4)[CH:10]=[CH:11][C:12]=3[N:18]=2)[CH:24]=[CH:23][CH:22]=1)#[CH:26].